From a dataset of Reaction yield outcomes from USPTO patents with 853,638 reactions. Predict the reaction yield, written as a fraction of the theoretical maximum amount of product (1.0 means a 100% yield; for example, 0.34 means a 34% yield). (1) The reactants are [CH3:1][O:2][C:3]1[CH:8]=[CH:7][C:6]([C@H:9]2[C:18]3[C:13](=[CH:14][C:15]([O:19][CH2:20][CH2:21][CH2:22]OS(C)(=O)=O)=[CH:16][CH:17]=3)[C@@H:12]3[CH2:28][CH2:29][CH2:30][N:11]3[CH2:10]2)=[CH:5][CH:4]=1.C([O-])([O-])=O.[Na+].[Na+].[NH:37]1[CH2:42][CH2:41][O:40][CH2:39][CH2:38]1.N. The catalyst is C(O)C.C(Cl)Cl.CO.C(Cl)Cl. The product is [CH3:1][O:2][C:3]1[CH:8]=[CH:7][C:6]([C@H:9]2[C:18]3[C:13](=[CH:14][C:15]([O:19][CH2:20][CH2:21][CH2:22][N:37]4[CH2:42][CH2:41][O:40][CH2:39][CH2:38]4)=[CH:16][CH:17]=3)[C@@H:12]3[CH2:28][CH2:29][CH2:30][N:11]3[CH2:10]2)=[CH:5][CH:4]=1. The yield is 0.680. (2) The reactants are N12CCCN=C1CCCCC2.Cl.[NH2:13][CH2:14][C:15]1[CH:23]=[CH:22][CH:21]=[C:20]2[C:16]=1[CH2:17][N:18]([CH:25]1[CH2:30][CH2:29][C:28](=[O:31])[NH:27][C:26]1=[O:32])[C:19]2=[O:24].[CH2:33]([N:35]=[C:36]=[O:37])[CH3:34]. The catalyst is C(#N)C. The product is [O:32]=[C:26]1[CH:25]([N:18]2[CH2:17][C:16]3[C:20](=[CH:21][CH:22]=[CH:23][C:15]=3[CH2:14][NH:13][C:36]([NH:35][CH2:33][CH3:34])=[O:37])[C:19]2=[O:24])[CH2:30][CH2:29][C:28](=[O:31])[NH:27]1. The yield is 0.420.